From a dataset of Catalyst prediction with 721,799 reactions and 888 catalyst types from USPTO. Predict which catalyst facilitates the given reaction. Reactant: C[O:2][C:3]([C:5]1([C:25]2[CH:30]=[CH:29][C:28]([Cl:31])=[CH:27][CH:26]=2)[CH2:10][CH2:9][N:8]([C:11](=[O:24])[CH2:12][N:13]2[C:17]([CH3:18])=[C:16]([Cl:19])[C:15]([C:20]([F:23])([F:22])[F:21])=[N:14]2)[CH2:7][CH2:6]1)=[O:4].CCO.[OH-].[Na+]. Product: [Cl:19][C:16]1[C:15]([C:20]([F:23])([F:22])[F:21])=[N:14][N:13]([CH2:12][C:11]([N:8]2[CH2:7][CH2:6][C:5]([C:25]3[CH:26]=[CH:27][C:28]([Cl:31])=[CH:29][CH:30]=3)([C:3]([OH:4])=[O:2])[CH2:10][CH2:9]2)=[O:24])[C:17]=1[CH3:18]. The catalyst class is: 6.